This data is from Full USPTO retrosynthesis dataset with 1.9M reactions from patents (1976-2016). The task is: Predict the reactants needed to synthesize the given product. (1) Given the product [Cl:2][C:3]1[CH:4]=[N:5][CH:6]=[C:7]([O:9][CH:10]2[CH2:15][CH2:14][NH:13][CH2:12][CH2:11]2)[N:8]=1, predict the reactants needed to synthesize it. The reactants are: Cl.[Cl:2][C:3]1[N:8]=[C:7]([O:9][CH:10]2[CH2:15][CH2:14][N:13](C(OC(C)(C)C)=O)[CH2:12][CH2:11]2)[CH:6]=[N:5][CH:4]=1. (2) Given the product [Cl:1][C:2]1[CH:3]=[C:4]([NH:19][C:20]2[C:30]3[CH:29]=[C:28]([C:31]([NH:34][CH2:35][CH2:36][N:37]([CH2:45][CH2:46][OH:47])[C:38](=[O:44])[O:39][C:40]([CH3:41])([CH3:42])[CH3:43])=[O:33])[CH2:27][CH2:26][NH:25][C:24]=3[N:23]=[CH:22][N:21]=2)[CH:5]=[CH:6][C:7]=1[O:8][C:9]1[CH:14]=[CH:13][CH:12]=[C:11]([C:15]([F:18])([F:17])[F:16])[CH:10]=1, predict the reactants needed to synthesize it. The reactants are: [Cl:1][C:2]1[CH:3]=[C:4]([NH:19][C:20]2[C:30]3[CH:29]=[C:28]([C:31]([OH:33])=O)[CH2:27][CH2:26][NH:25][C:24]=3[N:23]=[CH:22][N:21]=2)[CH:5]=[CH:6][C:7]=1[O:8][C:9]1[CH:14]=[CH:13][CH:12]=[C:11]([C:15]([F:18])([F:17])[F:16])[CH:10]=1.[NH2:34][CH2:35][CH2:36][N:37]([CH2:45][CH2:46][OH:47])[C:38](=[O:44])[O:39][C:40]([CH3:43])([CH3:42])[CH3:41].Cl.C(N=C=NCCCN(C)C)C.O.ON1C2C=CC=CC=2N=N1. (3) Given the product [CH3:1][O:2][C:3]([C:5]1[N:6]=[C:7]([NH:10][C:11](=[O:45])[C@@H:12]([N:20]2[C:21](=[O:44])[C@@H:22]([C:23]3[CH:28]=[CH:27][C:26]([O:29][CH2:30][C@H:31]([OH:38])[CH2:32][OH:33])=[CH:25][CH:24]=3)[NH:43][C:56]2=[O:55])[CH2:13][C:14]2[CH:19]=[CH:18][CH:17]=[CH:16][CH:15]=2)[S:8][CH:9]=1)=[O:4], predict the reactants needed to synthesize it. The reactants are: [CH3:1][O:2][C:3]([C:5]1[N:6]=[C:7]([NH:10][C:11](=[O:45])[C@@H:12]([NH:20][C:21](=[O:44])[C@H:22]([NH2:43])[C:23]2[CH:28]=[CH:27][C:26]([O:29][CH2:30][C@H:31]([O:38][Si](C)(C)C)[CH2:32][O:33][Si](C)(C)C)=[CH:25][CH:24]=2)[CH2:13][C:14]2[CH:19]=[CH:18][CH:17]=[CH:16][CH:15]=2)[S:8][CH:9]=1)=[O:4].C(N(C(C)C)CC)(C)C.[O:55]=[C:56](Cl)OC(Cl)(Cl)Cl.Cl.C(=O)(O)[O-].[Na+]. (4) Given the product [CH3:9][O:10][C:11]1[CH:19]=[C:18]2[C:14]([C:15]([CH2:24][C:25]3[N:30]=[C:29]([C:31](=[N:3][OH:2])[NH2:32])[CH:28]=[CH:27][CH:26]=3)=[C:16]([C:20]3([CH3:23])[CH2:22][CH2:21]3)[NH:17]2)=[CH:13][CH:12]=1, predict the reactants needed to synthesize it. The reactants are: [Cl-].[OH:2][NH3+:3].C(=O)([O-])O.[Na+].[CH3:9][O:10][C:11]1[CH:19]=[C:18]2[C:14]([C:15]([CH2:24][C:25]3[N:30]=[C:29]([C:31]#[N:32])[CH:28]=[CH:27][CH:26]=3)=[C:16]([C:20]3([CH3:23])[CH2:22][CH2:21]3)[NH:17]2)=[CH:13][CH:12]=1. (5) The reactants are: [CH2:1]([O:8][C:9]1[CH:14]=[CH:13][C:12]([NH:15][C:16]2[C:25]3[C:20](=[CH:21][CH:22]=[C:23]([C:26]4[O:27][C:28]([CH:31]5OCC[O:32]5)=[CH:29][CH:30]=4)[CH:24]=3)[N:19]=[CH:18][N:17]=2)=[CH:11][C:10]=1[C:36]([F:39])([F:38])[F:37])[C:2]1[CH:7]=[CH:6][CH:5]=[CH:4][CH:3]=1.Cl.O. Given the product [CH2:1]([O:8][C:9]1[CH:14]=[CH:13][C:12]([NH:15][C:16]2[C:25]3[C:20](=[CH:21][CH:22]=[C:23]([C:26]4[O:27][C:28]([CH:31]=[O:32])=[CH:29][CH:30]=4)[CH:24]=3)[N:19]=[CH:18][N:17]=2)=[CH:11][C:10]=1[C:36]([F:39])([F:37])[F:38])[C:2]1[CH:7]=[CH:6][CH:5]=[CH:4][CH:3]=1, predict the reactants needed to synthesize it.